This data is from Catalyst prediction with 721,799 reactions and 888 catalyst types from USPTO. The task is: Predict which catalyst facilitates the given reaction. (1) Reactant: [F:1][C:2]1[CH:7]=[CH:6][C:5]([C:8](=[O:14])[CH2:9][CH2:10][C:11](O)=[O:12])=[CH:4][CH:3]=1.[CH3:15][NH:16][CH3:17]. Product: [CH3:15][N:16]([CH3:17])[C:11](=[O:12])[CH2:10][CH2:9][C:8](=[O:14])[C:5]1[CH:6]=[CH:7][C:2]([F:1])=[CH:3][CH:4]=1. The catalyst class is: 7. (2) Reactant: [CH3:1][N:2]1[CH2:7][CH2:6][CH:5]([O:8][C:9]2[CH:15]=[CH:14][C:12]([NH2:13])=[CH:11][C:10]=2[C:16]([F:19])([F:18])[F:17])[CH2:4][CH2:3]1.N1C=CC=CC=1.Cl[C:27](OC1C=CC=CC=1)=[O:28].[Cl:36][C:37]1[CH:43]=[C:42]([O:44][C:45]2[C:46]3[N:53]([CH3:54])[CH:52]=[CH:51][C:47]=3[N:48]=[CH:49][N:50]=2)[CH:41]=[CH:40][C:38]=1[NH2:39]. Product: [Cl:36][C:37]1[CH:43]=[C:42]([O:44][C:45]2[C:46]3[N:53]([CH3:54])[CH:52]=[CH:51][C:47]=3[N:48]=[CH:49][N:50]=2)[CH:41]=[CH:40][C:38]=1[NH:39][C:27]([NH:13][C:12]1[CH:14]=[CH:15][C:9]([O:8][CH:5]2[CH2:6][CH2:7][N:2]([CH3:1])[CH2:3][CH2:4]2)=[C:10]([C:16]([F:17])([F:18])[F:19])[CH:11]=1)=[O:28]. The catalyst class is: 60. (3) Reactant: [CH:1]1([CH2:4][CH2:5][NH:6][C:7]([C:9]2[N:10]=[N:11][C:12](Cl)=[CH:13][CH:14]=2)=[O:8])[CH2:3][CH2:2]1.[F:16][C:17]1[CH:22]=[CH:21][C:20]([C:23]([CH:25]2[CH2:30][CH2:29][NH:28][CH2:27][CH2:26]2)=[O:24])=[CH:19][CH:18]=1.C(N(CC)CC)C. Product: [CH:1]1([CH2:4][CH2:5][NH:6][C:7]([C:9]2[N:10]=[N:11][C:12]([N:28]3[CH2:29][CH2:30][CH:25]([C:23](=[O:24])[C:20]4[CH:19]=[CH:18][C:17]([F:16])=[CH:22][CH:21]=4)[CH2:26][CH2:27]3)=[CH:13][CH:14]=2)=[O:8])[CH2:3][CH2:2]1. The catalyst class is: 10. (4) Reactant: [NH:1]([C:37](OCC1C2C(=CC=CC=2)C2C1=CC=CC=2)=[O:38])[C@H:2]([C:10]([NH:12][C@H:13]([C:34]([OH:36])=[O:35])[CH2:14][CH2:15][CH2:16][CH2:17][NH:18][C:19](=[C:24]1[C:32](=[O:33])[CH2:31][C:28]([CH3:30])([CH3:29])[CH2:27][C:25]1=[O:26])[CH2:20][CH:21]([CH3:23])[CH3:22])=[O:11])[CH2:3][C:4]1[CH:9]=[CH:8][CH:7]=[CH:6][CH:5]=1.N1CCCC[CH2:55]1.N[C@H](C(N[C@H](C(O)=O)CCCCNC(=C1C(=O)CC(C)(C)CC1=O)CC(C)C)=O)CC1C=CC=CC=1.C(OC(=O)C)(=O)C. Product: [NH:1]([C:37]([CH3:55])=[O:38])[C@H:2]([C:10]([NH:12][C@H:13]([C:34]([OH:36])=[O:35])[CH2:14][CH2:15][CH2:16][CH2:17][NH:18][C:19](=[C:24]1[C:25](=[O:26])[CH2:27][C:28]([CH3:29])([CH3:30])[CH2:31][C:32]1=[O:33])[CH2:20][CH:21]([CH3:23])[CH3:22])=[O:11])[CH2:3][C:4]1[CH:9]=[CH:8][CH:7]=[CH:6][CH:5]=1. The catalyst class is: 3. (5) Reactant: [NH2:1][C:2]1[CH:7]=[CH:6][CH:5]=[CH:4][C:3]=1[OH:8].[Br:9][C:10]1[CH:17]=[CH:16][C:13]([CH:14]=O)=[CH:12][CH:11]=1.CC1C=CC(S(O)(=O)=O)=CC=1. Product: [Br:9][C:10]1[CH:17]=[CH:16][C:13]([C:14]2[O:8][C:3]3[CH:4]=[CH:5][CH:6]=[CH:7][C:2]=3[N:1]=2)=[CH:12][CH:11]=1. The catalyst class is: 11. (6) Reactant: [CH:1]1([NH:4][C:5]2[N:10]3[N:11]=[CH:12][C:13](/[CH:14]=[C:15]4/[C:16](=[O:21])[NH:17][C:18](=[O:20])[NH:19]/4)=[C:9]3[N:8]=[C:7](S(C)=O)[N:6]=2)[CH2:3][CH2:2]1.C1(NC2N3N=CC(/C=C4/C(=O)NC(=O)N/4)=C3N=C(S(C)(=O)=O)N=2)CC1.[NH:50]1[C:54]2[CH:55]=[CH:56][C:57]([C:59]([OH:61])=[O:60])=[CH:58][C:53]=2[N:52]=[CH:51]1. Product: [CH:1]1([NH:4][C:5]2[N:10]3[N:11]=[CH:12][C:13](/[CH:14]=[C:15]4\[NH:19][C:18](=[O:20])[NH:17][C:16]\4=[O:21])=[C:9]3[N:8]=[C:7]([N:50]3[C:54]4[CH:55]=[CH:56][C:57]([C:59]([OH:61])=[O:60])=[CH:58][C:53]=4[N:52]=[CH:51]3)[N:6]=2)[CH2:3][CH2:2]1. The catalyst class is: 32. (7) Reactant: I[C:2]1[C:3]([NH2:14])=[CH:4][C:5]([N:8]2[CH2:13][CH2:12][O:11][CH2:10][CH2:9]2)=[N:6][CH:7]=1.CC1(C)C(C)(C)OB([C:23]2[CH2:24][CH2:25][N:26]([C:29]([O:31][C:32]([CH3:35])([CH3:34])[CH3:33])=[O:30])[CH2:27][CH:28]=2)O1.C(=O)([O-])[O-].[Na+].[Na+]. Product: [NH2:14][C:3]1[CH:4]=[C:5]([N:8]2[CH2:13][CH2:12][O:11][CH2:10][CH2:9]2)[N:6]=[CH:7][C:2]=1[C:23]1[CH2:28][CH2:27][N:26]([C:29]([O:31][C:32]([CH3:35])([CH3:34])[CH3:33])=[O:30])[CH2:25][CH:24]=1. The catalyst class is: 12. (8) Reactant: [CH3:1][O:2][C:3](=[O:30])[C@@H:4]([CH2:26][CH:27]([CH3:29])[CH3:28])[NH:5][C:6](=[O:25])[C@H:7]([CH2:16][O:17][CH2:18][C:19]1[CH:24]=[CH:23][CH:22]=[CH:21][CH:20]=1)[NH:8][C:9](OC(C)(C)C)=O. Product: [CH3:1][O:2][C:3](=[O:30])[C@@H:4]([CH2:26][CH:27]([CH3:28])[CH3:29])[NH:5][C:6](=[O:25])[C@H:7]([CH2:16][O:17][CH2:18][C:19]1[CH:20]=[CH:21][CH:22]=[CH:23][CH:24]=1)[NH:8][CH2:9][C:19]1[CH:24]=[CH:23][CH:22]=[CH:21][CH:20]=1. The catalyst class is: 818.